This data is from Reaction yield outcomes from USPTO patents with 853,638 reactions. The task is: Predict the reaction yield, written as a fraction of the theoretical maximum amount of product (1.0 means a 100% yield; for example, 0.34 means a 34% yield). (1) The reactants are [NH:1]1[C:5]2[CH:6]=[CH:7][CH:8]=[CH:9][C:4]=2[N:3]=[N:2]1.[H-].[Na+].I[CH2:13][C:14]1[N:18](S(C)(=O)=O)[C:17]2[CH:23]=[CH:24][CH:25]=[CH:26][C:16]=2[N:15]=1. The catalyst is CN(C)C=O.O. The product is [NH:15]1[C:16]2[CH:26]=[CH:25][CH:24]=[CH:23][C:17]=2[N:18]=[C:14]1[CH2:13][N:2]1[N:3]=[C:4]2[CH:9]=[CH:8][CH:7]=[CH:6][C:5]2=[N:1]1.[N:15]1[C:16]2[CH:26]=[CH:25][CH:24]=[CH:23][C:17]=2[NH:18][C:14]=1[CH2:13][N:1]1[C:5]2[CH:6]=[CH:7][CH:8]=[CH:9][C:4]=2[N:3]=[N:2]1. The yield is 0.0500. (2) The reactants are Cl.[NH2:2][C:3]1[C:4]([C:13]([NH:15][CH:16]([CH:20]2[CH2:25][CH2:24][O:23][CH2:22][CH2:21]2)[C:17]([OH:19])=[O:18])=[O:14])=[CH:5][C:6]2[C:11]([CH:12]=1)=[CH:10][CH:9]=[CH:8][CH:7]=2.[N:26]([C:29]1[C:34]([CH3:35])=[CH:33][C:32]([CH3:36])=[CH:31][C:30]=1[CH3:37])=[C:27]=[O:28].[CH3:38]CCCCC.C(OCC)(=O)C. The catalyst is N1C=CC=CC=1. The product is [O:23]1[CH2:24][CH2:25][CH:20]([CH:16]([NH:15][C:13]([C:4]2[C:3]([NH:2][C:27]([NH:26][C:29]3[C:30]([CH3:37])=[CH:31][C:32]([CH3:36])=[CH:33][C:34]=3[CH3:35])=[O:28])=[CH:12][C:11]3[C:6](=[CH:7][CH:8]=[CH:9][CH:10]=3)[CH:5]=2)=[O:14])[C:17]([O:19][CH3:38])=[O:18])[CH2:21][CH2:22]1. The yield is 0.790. (3) The reactants are [Si]([O:8][CH2:9][C:10](=[CH2:42])[C:11]([N:13]1[CH2:18][CH2:17][CH:16]([O:19][C:20]2[CH:21]=[C:22]3[C:27](=[CH:28][C:29]=2[O:30][CH3:31])[N:26]=[CH:25][N:24]=[C:23]3[NH:32][C:33]2[CH:38]=[CH:37][C:36]([Cl:39])=[C:35]([Cl:40])[C:34]=2[F:41])[CH2:15][CH2:14]1)=[O:12])(C(C)(C)C)(C)C. The catalyst is O1CCCC1.[F-].C([N+](CCCC)(CCCC)CCCC)CCC. The product is [Cl:40][C:35]1[C:34]([F:41])=[C:33]([NH:32][C:23]2[C:22]3[C:27](=[CH:28][C:29]([O:30][CH3:31])=[C:20]([O:19][CH:16]4[CH2:17][CH2:18][N:13]([C:11](=[O:12])[C:10]([CH2:9][OH:8])=[CH2:42])[CH2:14][CH2:15]4)[CH:21]=3)[N:26]=[CH:25][N:24]=2)[CH:38]=[CH:37][C:36]=1[Cl:39]. The yield is 0.510. (4) The reactants are [H-].[Na+].[Br:3][C:4]1[NH:8][CH:7]=[C:6]([CH2:9][N:10]([CH3:18])[C:11](=[O:17])[O:12][C:13]([CH3:16])([CH3:15])[CH3:14])[CH:5]=1.C1OCCOCCOCCOCCOC1.Cl.[N:35]1[CH:40]=[CH:39][CH:38]=[C:37]([S:41](Cl)(=[O:43])=[O:42])[CH:36]=1. The catalyst is O1CCCC1.CN(C)C=O.O. The product is [Br:3][C:4]1[N:8]([S:41]([C:37]2[CH:36]=[N:35][CH:40]=[CH:39][CH:38]=2)(=[O:43])=[O:42])[CH:7]=[C:6]([CH2:9][N:10]([CH3:18])[C:11](=[O:17])[O:12][C:13]([CH3:14])([CH3:15])[CH3:16])[CH:5]=1. The yield is 0.850.